This data is from Catalyst prediction with 721,799 reactions and 888 catalyst types from USPTO. The task is: Predict which catalyst facilitates the given reaction. (1) Reactant: [NH2:1][C:2]1[C:7]([C:8]#[N:9])=[C:6]([O:10][CH2:11][CH3:12])[N:5]=[C:4]([C:13]([NH:15][CH2:16][CH:17]2[CH2:22][CH2:21][N:20]([CH2:23][C:24]3[S:28][C:27](Br)=[N:26][CH:25]=3)[CH2:19][CH2:18]2)=[O:14])[CH:3]=1.[N:30]1[CH:35]=[CH:34][CH:33]=[CH:32][C:31]=1[OH:36].CN[C@@H]1CCCC[C@H]1NC.C(=O)([O-])[O-].[K+].[K+]. Product: [NH2:1][C:2]1[C:7]([C:8]#[N:9])=[C:6]([O:10][CH2:11][CH3:12])[N:5]=[C:4]([C:13]([NH:15][CH2:16][CH:17]2[CH2:22][CH2:21][N:20]([CH2:23][C:24]3[S:28][C:27]([N:30]4[CH:35]=[CH:34][CH:33]=[CH:32][C:31]4=[O:36])=[N:26][CH:25]=3)[CH2:19][CH2:18]2)=[O:14])[CH:3]=1. The catalyst class is: 590. (2) Reactant: [Cl:1][C:2]1[CH:3]=[C:4]([CH:9]2[CH2:13][CH2:12][N:11]([C:14]3[CH:19]=[CH:18][C:17]([O:20][CH3:21])=[C:16]([O:22][CH2:23][CH:24]4[CH2:28][CH2:27][CH2:26][N:25]4[CH3:29])[CH:15]=3)[C:10]2=[O:30])[CH:5]=[CH:6][C:7]=1[Cl:8].C(O[K])(C)(C)C.C([O-])(O)=O.[Na+]. Product: [ClH:1].[Cl:1][C:2]1[CH:3]=[C:4]([CH:9]2[CH2:13][CH2:12][N:11]([C:14]3[CH:19]=[CH:18][C:17]([O:20][CH3:21])=[C:16]([O:22][CH2:23][CH:24]4[CH2:28][CH2:27][CH2:26][N:25]4[CH3:29])[CH:15]=3)[C:10]2=[O:30])[CH:5]=[CH:6][C:7]=1[Cl:8]. The catalyst class is: 3. (3) Reactant: [C:1]1([C:7]2([C:19]3[CH:24]=[CH:23][CH:22]=[CH:21][CH:20]=3)[CH2:15][C:14]3[NH:13][N:12]=[C:11]([C:16]([OH:18])=O)[C:10]=3[CH:9]=[CH:8]2)[CH:6]=[CH:5][CH:4]=[CH:3][CH:2]=1.[CH:25]1([NH2:28])[CH2:27][CH2:26]1.Cl.C(N=C=NCCCN(C)C)C.OC1C2N=NNC=2C=CC=1. Product: [CH:25]1([NH:28][C:16]([C:11]2[C:10]3[CH:9]=[CH:8][C:7]([C:1]4[CH:2]=[CH:3][CH:4]=[CH:5][CH:6]=4)([C:19]4[CH:20]=[CH:21][CH:22]=[CH:23][CH:24]=4)[CH2:15][C:14]=3[NH:13][N:12]=2)=[O:18])[CH2:27][CH2:26]1. The catalyst class is: 4. (4) Reactant: [Br:1][C:2]1[CH:3]=[C:4]2[C:9](=[CH:10][CH:11]=1)[CH2:8][C:7](=[N:12]O)[CH2:6][CH2:5]2.Cl.[OH-].[Na+]. Product: [Br:1][C:2]1[CH:3]=[C:4]2[C:9](=[CH:10][CH:11]=1)[CH2:8][CH:7]([NH2:12])[CH2:6][CH2:5]2. The catalyst class is: 1. (5) Reactant: [F:1][C:2]1[CH:10]=[CH:9][CH:8]=[C:7]2[C:3]=1[CH:4]=[C:5]([C:11]1[CH:16]=[C:15]([C:17]3[C:18]([N:37]([CH3:42])[S:38]([CH3:41])(=[O:40])=[O:39])=[CH:19][C:20]4[O:24][C:23]([C:25]5[CH:30]=[CH:29][C:28]([F:31])=[CH:27][CH:26]=5)=[C:22]([C:32]([NH:34][CH3:35])=[O:33])[C:21]=4[CH:36]=3)[CH:14]=[CH:13][N:12]=1)[NH:6]2.[CH3:43][I:44]. Product: [I-:44].[F:1][C:2]1[CH:10]=[CH:9][CH:8]=[C:7]2[C:3]=1[CH:4]=[C:5]([C:11]1[CH:16]=[C:15]([C:17]3[C:18]([N:37]([CH3:42])[S:38]([CH3:41])(=[O:39])=[O:40])=[CH:19][C:20]4[O:24][C:23]([C:25]5[CH:26]=[CH:27][C:28]([F:31])=[CH:29][CH:30]=5)=[C:22]([C:32](=[O:33])[NH:34][CH3:35])[C:21]=4[CH:36]=3)[CH:14]=[CH:13][N+:12]=1[CH3:43])[NH:6]2. The catalyst class is: 3. (6) Reactant: C(OC([NH:8][C@H:9]([C@@H:31]([OH:46])[CH2:32][C@H:33]([C:35](=[O:45])[NH:36][CH2:37][CH2:38][N:39]1[CH2:44][CH2:43][O:42][CH2:41][CH2:40]1)[CH3:34])[CH2:10][C@@H:11]([CH:28](C)C)[CH2:12][NH:13][C:14](=[O:27])[C:15]1[CH:20]=[CH:19][CH:18]=[CH:17][C:16]=1[O:21][CH2:22][CH2:23][CH2:24][O:25][CH3:26])=O)(C)(C)C.[ClH:47]. Product: [ClH:47].[ClH:47].[NH2:8][C@H:9]([C@@H:31]([OH:46])[CH2:32][C@H:33]([C:35](=[O:45])[NH:36][CH2:37][CH2:38][N:39]1[CH2:44][CH2:43][O:42][CH2:41][CH2:40]1)[CH3:34])[CH2:10][C@H:11]([CH3:28])[CH2:12][NH:13][C:14](=[O:27])[C:15]1[CH:20]=[CH:19][CH:18]=[CH:17][C:16]=1[O:21][CH2:22][CH2:23][CH2:24][O:25][CH3:26]. The catalyst class is: 12.